This data is from Full USPTO retrosynthesis dataset with 1.9M reactions from patents (1976-2016). The task is: Predict the reactants needed to synthesize the given product. (1) Given the product [C:1]([O:5][C:6]([NH:8][C@@H:9]1[CH2:14][CH2:13][CH2:12][N:11]([C:15]2[C:29]([CH2:30][C:31]3[CH:36]=[C:35]([F:37])[CH:34]=[CH:33][C:32]=3[Cl:38])=[C:18]3[C:19](=[O:28])[NH:20][C:21]([C:23]([OH:25])=[O:24])=[CH:22][N:17]3[N:16]=2)[CH2:10]1)=[O:7])([CH3:4])([CH3:2])[CH3:3], predict the reactants needed to synthesize it. The reactants are: [C:1]([O:5][C:6]([NH:8][C@@H:9]1[CH2:14][CH2:13][CH2:12][N:11]([C:15]2[C:29]([CH2:30][C:31]3[CH:36]=[C:35]([F:37])[CH:34]=[CH:33][C:32]=3[Cl:38])=[C:18]3[C:19](=[O:28])[NH:20][C:21]([C:23]([O:25]CC)=[O:24])=[CH:22][N:17]3[N:16]=2)[CH2:10]1)=[O:7])([CH3:4])([CH3:3])[CH3:2].[OH-].[Na+].[Cl-].[NH4+]. (2) Given the product [CH3:1][O:2][NH:3][C:4]([C:6]1[C:14]2[C:9](=[N:10][CH:11]=[C:12]([C:15]3[C:23]4[C:18](=[CH:19][C:20]([F:24])=[CH:21][CH:22]=4)[N:17]([CH3:25])[N:16]=3)[N:13]=2)[NH:8][CH:7]=1)=[O:5], predict the reactants needed to synthesize it. The reactants are: [CH3:1][O:2][NH:3][C:4]([C:6]1[C:14]2[C:9](=[N:10][CH:11]=[C:12]([C:15]3[C:23]4[C:18](=[CH:19][C:20]([F:24])=[CH:21][CH:22]=4)[N:17]([CH3:25])[N:16]=3)[N:13]=2)[N:8](COCC[Si](C)(C)C)[CH:7]=1)=[O:5].FC(F)(F)C(O)=O.C(N)CN. (3) Given the product [F:26][C:20]1[CH:21]=[CH:22][CH:23]=[C:24]([F:25])[C:19]=1[O:18][C:16]1[CH2:17][N:13]([CH:5]([CH2:6][C:7]2([F:12])[CH2:8][CH2:9][CH2:10][CH2:11]2)[C:4]([OH:28])=[O:3])[C:14](=[O:27])[CH:15]=1, predict the reactants needed to synthesize it. The reactants are: C([O:3][C:4](=[O:28])[CH:5]([N:13]1[CH2:17][C:16]([O:18][C:19]2[C:24]([F:25])=[CH:23][CH:22]=[CH:21][C:20]=2[F:26])=[CH:15][C:14]1=[O:27])[CH2:6][C:7]1([F:12])[CH2:11][CH2:10][CH2:9][CH2:8]1)C.O.[OH-].[Li+].O. (4) Given the product [Br:1][C:2]1[CH:3]=[C:4]([CH:14]=[O:16])[C:5]2[O:9][CH2:8][C:7]([CH3:10])([CH3:11])[C:6]=2[CH:12]=1, predict the reactants needed to synthesize it. The reactants are: [Br:1][C:2]1[CH:3]=[CH:4][C:5]2[O:9][CH2:8][C:7]([CH3:11])([CH3:10])[C:6]=2[CH:12]=1.Cl[CH:14]([O:16]C(Cl)Cl)Cl.O. (5) Given the product [ClH:40].[O:1]1[CH:5]=[CH:4][CH:3]=[C:2]1[CH2:6][N:7]([CH2:22][C:23]1[CH:24]=[CH:25][C:26]([S:29][C:30]([CH3:39])([CH3:38])[C:31]([OH:33])=[O:32])=[CH:27][CH:28]=1)[C:8]1[CH:13]=[C:12]([O:14][C:15]2[CH:16]=[CH:17][C:18]([CH3:21])=[CH:19][CH:20]=2)[N:11]=[CH:10][N:9]=1, predict the reactants needed to synthesize it. The reactants are: [O:1]1[CH:5]=[CH:4][CH:3]=[C:2]1[CH2:6][N:7]([CH2:22][C:23]1[CH:28]=[CH:27][C:26]([S:29][C:30]([CH3:39])([CH3:38])[C:31]([O:33]C(C)(C)C)=[O:32])=[CH:25][CH:24]=1)[C:8]1[CH:13]=[C:12]([O:14][C:15]2[CH:20]=[CH:19][C:18]([CH3:21])=[CH:17][CH:16]=2)[N:11]=[CH:10][N:9]=1.[ClH:40].